This data is from Full USPTO retrosynthesis dataset with 1.9M reactions from patents (1976-2016). The task is: Predict the reactants needed to synthesize the given product. (1) Given the product [Cl:25][C:22]1[CH:23]=[CH:24][C:19]([NH:18][S:14]([C:11]2[CH:12]=[CH:13][C:8]([C:2]3([CH3:1])[CH2:7][CH2:6][O:5][CH2:4][CH2:3]3)=[CH:9][CH:10]=2)(=[O:16])=[O:15])=[C:20]([C:26]([C:28]2[C:29]([CH3:34])=[N:30][CH:31]=[CH:32][CH:33]=2)=[O:27])[CH:21]=1, predict the reactants needed to synthesize it. The reactants are: [CH3:1][C:2]1([C:8]2[CH:13]=[CH:12][C:11]([S:14](Cl)(=[O:16])=[O:15])=[CH:10][CH:9]=2)[CH2:7][CH2:6][O:5][CH2:4][CH2:3]1.[NH2:18][C:19]1[CH:24]=[CH:23][C:22]([Cl:25])=[CH:21][C:20]=1[C:26]([C:28]1[C:29]([CH3:34])=[N:30][CH:31]=[CH:32][CH:33]=1)=[O:27]. (2) Given the product [C:26]([O:25][C:23]([CH:20]1[CH2:21][CH2:22][N:17]([C:2]2[C:12]([C:13]#[N:14])=[CH:11][C:5]([C:6]([O:8][CH2:9][CH3:10])=[O:7])=[C:4]([CH3:15])[N:3]=2)[CH2:18][CH2:19]1)=[O:24])([CH3:29])([CH3:27])[CH3:28], predict the reactants needed to synthesize it. The reactants are: Cl[C:2]1[C:12]([C:13]#[N:14])=[CH:11][C:5]([C:6]([O:8][CH2:9][CH3:10])=[O:7])=[C:4]([CH3:15])[N:3]=1.Cl.[NH:17]1[CH2:22][CH2:21][CH:20]([C:23]([O:25][C:26]([CH3:29])([CH3:28])[CH3:27])=[O:24])[CH2:19][CH2:18]1.CCN(C(C)C)C(C)C. (3) Given the product [F:27][C:25]1[CH:24]=[CH:23][C:22]([C:2]2[CH:3]=[N:4][C:5]3[N:6]([CH:8]=[C:9]([CH2:11][O:12][C:13]4[CH:14]=[N:15][CH:16]=[C:17]([F:19])[CH:18]=4)[N:10]=3)[CH:7]=2)=[C:21]([CH:26]=1)[NH2:20], predict the reactants needed to synthesize it. The reactants are: Br[C:2]1[CH:3]=[N:4][C:5]2[N:6]([CH:8]=[C:9]([CH2:11][O:12][C:13]3[CH:14]=[N:15][CH:16]=[C:17]([F:19])[CH:18]=3)[N:10]=2)[CH:7]=1.[NH2:20][C:21]1[CH:26]=[C:25]([F:27])[CH:24]=[CH:23][C:22]=1B(O)O. (4) Given the product [ClH:28].[ClH:28].[CH:25]1([N:24]([CH3:23])[CH2:16][CH2:17][CH2:18][CH2:19][CH2:20][CH2:21][O:14][CH:11]2[CH2:10][CH2:9][NH:8][CH2:13][CH2:12]2)[CH2:27][CH2:26]1, predict the reactants needed to synthesize it. The reactants are: C(OC([N:8]1[CH2:13][CH2:12][CH:11]([OH:14])[CH2:10][CH2:9]1)=O)(C)(C)C.Br[CH2:16][CH2:17][CH2:18][CH2:19][CH2:20][CH2:21]Br.[CH3:23][NH:24][CH:25]1[CH2:27][CH2:26]1.[ClH:28]. (5) Given the product [C:20]1([C:18]2[CH:17]=[CH:16][N:15]=[C:14]([C:12]3[S:4][C:3]4[CH:5]=[CH:6][CH:7]=[CH:8][C:2]=4[C:1](=[O:10])[N:13]=3)[CH:19]=2)[CH:21]=[CH:22][CH:23]=[CH:24][CH:25]=1, predict the reactants needed to synthesize it. The reactants are: [C:1]([O:10]C)(=O)[C:2]1[C:3](=[CH:5][CH:6]=[CH:7][CH:8]=1)[SH:4].[C:12]([C:14]1[CH:19]=[C:18]([C:20]2[CH:25]=[CH:24][CH:23]=[CH:22][CH:21]=2)[CH:17]=[CH:16][N:15]=1)#[N:13].C(N(CC)CC)C. (6) The reactants are: [CH:1]1([NH:7][C:8]([C:10]2[C:19]3[C:14](=[CH:15][CH:16]=[CH:17][CH:18]=3)[C:13]([S:20](=[O:29])(=[O:28])[NH:21][CH:22]3[CH2:27][CH2:26][NH:25][CH2:24][CH2:23]3)=[CH:12][CH:11]=2)=[O:9])[CH2:6][CH2:5][CH2:4][CH2:3][CH2:2]1.[C:30](Cl)(=[O:34])[CH2:31][CH2:32][CH3:33].Cl[C:37](OCC)=O. Given the product [C:3]1([CH3:37])[CH:4]=[CH:5][CH:6]=[C:1]([NH:7][C:8]([C:10]2[C:19]3[C:14](=[CH:15][CH:16]=[CH:17][CH:18]=3)[C:13]([S:20](=[O:29])(=[O:28])[NH:21][CH:22]3[CH2:23][CH2:24][N:25]([C:30](=[O:34])[CH2:31][CH2:32][CH3:33])[CH2:26][CH2:27]3)=[CH:12][CH:11]=2)=[O:9])[CH:2]=1, predict the reactants needed to synthesize it. (7) Given the product [Cl:11][C:10]1[N:9]([CH:12]2[CH2:13][CH2:14]2)[N:8]=[CH:7][C:6]=1[C:4]([OH:5])=[O:3], predict the reactants needed to synthesize it. The reactants are: C([O:3][C:4]([C:6]1[CH:7]=[N:8][N:9]([CH:12]2[CH2:14][CH2:13]2)[C:10]=1[Cl:11])=[O:5])C.[Li+].[OH-]. (8) Given the product [CH2:9]([CH:11]([CH2:14][CH2:15][CH2:16][CH3:17])[CH2:12][O:13][C:1](=[O:8])/[C:2](=[CH:4]\[C:5]([O:7][CH2:28][CH:21]([CH2:20][CH3:19])[CH2:22][CH2:23][CH2:18][CH3:27])=[O:6])/[CH3:3])[CH3:10], predict the reactants needed to synthesize it. The reactants are: [C:1]1(=[O:8])[O:7][C:5](=[O:6])[CH:4]=[C:2]1[CH3:3].[CH2:9]([CH:11]([CH2:14][CH2:15][CH2:16][CH3:17])[CH2:12][OH:13])[CH3:10].[C:18]1([CH3:27])[CH:23]=[CH:22][C:21](S(=O)=O)=[CH:20][CH:19]=1.[CH2:28](OC(=O)C)C. (9) The reactants are: FC(F)(F)C(O)=O.[CH2:8]1[C:14]2[CH:15]=[CH:16][CH:17]=[CH:18][C:13]=2[CH2:12][CH2:11][NH:10][CH2:9]1.S(=O)(=O)(O)O.[N+:24]([O-])([OH:26])=[O:25]. Given the product [N+:24]([C:16]1[CH:17]=[CH:18][C:13]2[CH2:12][CH2:11][NH:10][CH2:9][CH2:8][C:14]=2[CH:15]=1)([O-:26])=[O:25], predict the reactants needed to synthesize it. (10) The reactants are: [CH3:1][O:2][C:3]1[CH:8]=[CH:7][C:6]([C:9]2[CH:10]=[N:11][C:12]([NH:15][C:16]3[CH:17]=[CH:18][C:19]([C:22]([OH:24])=O)=[N:20][CH:21]=3)=[N:13][CH:14]=2)=[CH:5][CH:4]=1.CN(C(ON1N=NC2C=CC=NC1=2)=[N+](C)C)C.F[P-](F)(F)(F)(F)F.CCN(C(C)C)C(C)C.[C:58]([O:62][C:63]([N:65]1[CH2:70][CH2:69][NH:68][CH2:67][CH2:66]1)=[O:64])([CH3:61])([CH3:60])[CH3:59]. Given the product [C:58]([O:62][C:63]([N:65]1[CH2:70][CH2:69][N:68]([C:22]([C:19]2[CH:18]=[CH:17][C:16]([NH:15][C:12]3[N:13]=[CH:14][C:9]([C:6]4[CH:5]=[CH:4][C:3]([O:2][CH3:1])=[CH:8][CH:7]=4)=[CH:10][N:11]=3)=[CH:21][N:20]=2)=[O:24])[CH2:67][CH2:66]1)=[O:64])([CH3:61])([CH3:59])[CH3:60], predict the reactants needed to synthesize it.